Dataset: Reaction yield outcomes from USPTO patents with 853,638 reactions. Task: Predict the reaction yield, written as a fraction of the theoretical maximum amount of product (1.0 means a 100% yield; for example, 0.34 means a 34% yield). (1) The reactants are C(OC([NH:8][C@H:9]([CH2:46][C:47]1[CH:52]=[CH:51][CH:50]=[CH:49][CH:48]=1)[CH2:10][N:11]([CH2:29][C@@H:30]([NH:38]C(OC(C)(C)C)=O)[CH2:31][C:32]1[CH:37]=[CH:36][CH:35]=[CH:34][CH:33]=1)C(OCC1C2C=CC=CC=2C2C1=CC=CC=2)=O)=O)(C)(C)C.FC(F)(F)[C:55]([OH:57])=[O:56].[C:60](=[O:78])([O:71][CH2:72][C:73]1[S:77][CH:76]=[N:75][CH:74]=1)OC1C=CC([N+]([O-])=O)=CC=1. The catalyst is ClCCl.C(OCC)(=O)C. The product is [S:77]1[C:73]([CH2:72][O:57][C:55]([NH:38][C@H:30]([CH2:31][C:32]2[CH:33]=[CH:34][CH:35]=[CH:36][CH:37]=2)[CH2:29][NH:11][CH2:10][C@@H:9]([NH:8][C:60]([O:71][CH2:72][C:73]2[S:77][CH:76]=[N:75][CH:74]=2)=[O:78])[CH2:46][C:47]2[CH:48]=[CH:49][CH:50]=[CH:51][CH:52]=2)=[O:56])=[CH:74][N:75]=[CH:76]1. The yield is 0.300. (2) The reactants are O.[OH-].[Li+].[C:4]1(/[C:10](=[N:17]/[O:18][CH2:19][C:20]2[CH:25]=[CH:24][C:23]([O:26][CH2:27][C:28]3[CH:32]=[C:31]([C:33]4[CH:38]=[CH:37][CH:36]=[CH:35][CH:34]=4)[O:30][N:29]=3)=[CH:22][CH:21]=2)/[CH2:11][CH2:12][C:13]([O:15]C)=[O:14])[CH:9]=[CH:8][CH:7]=[CH:6][CH:5]=1.O.Cl. The catalyst is O1CCCC1.CO. The product is [C:4]1(/[C:10](=[N:17]/[O:18][CH2:19][C:20]2[CH:25]=[CH:24][C:23]([O:26][CH2:27][C:28]3[CH:32]=[C:31]([C:33]4[CH:34]=[CH:35][CH:36]=[CH:37][CH:38]=4)[O:30][N:29]=3)=[CH:22][CH:21]=2)/[CH2:11][CH2:12][C:13]([OH:15])=[O:14])[CH:9]=[CH:8][CH:7]=[CH:6][CH:5]=1. The yield is 0.800. (3) The reactants are C([O:8][C:9]1[CH:14]=[CH:13][C:12]([C:15]2[C:16](=[O:30])[N:17]([CH3:29])[C:18]([NH:21][C:22]3[CH:27]=[CH:26][C:25]([F:28])=[CH:24][CH:23]=3)=[N:19][CH:20]=2)=[CH:11][C:10]=1[F:31])C1C=CC=CC=1. The catalyst is C(O)(C(F)(F)F)=O. The product is [F:31][C:10]1[CH:11]=[C:12]([C:15]2[C:16](=[O:30])[N:17]([CH3:29])[C:18]([NH:21][C:22]3[CH:27]=[CH:26][C:25]([F:28])=[CH:24][CH:23]=3)=[N:19][CH:20]=2)[CH:13]=[CH:14][C:9]=1[OH:8]. The yield is 0.820. (4) No catalyst specified. The reactants are Br[C:2]1[CH:3]=[N:4][C:5]2[C:10]([CH:11]=1)=[CH:9][CH:8]=[CH:7][CH:6]=2.[C:12]([O:16][CH3:17])(=[O:15])[CH:13]=[CH2:14]. The product is [N:4]1[C:5]2[C:10](=[CH:9][CH:8]=[CH:7][CH:6]=2)[CH:11]=[C:2](/[CH:14]=[CH:13]/[C:12]([O:16][CH3:17])=[O:15])[CH:3]=1. The yield is 0.670. (5) The reactants are [CH2:1]([O:3][P:4]([CH2:9][O:10][CH2:11]/[CH:12]=[CH:13]\[CH2:14]Cl)(=[O:8])[O:5][CH2:6][CH3:7])[CH3:2].[Cl:16][C:17]1[N:25]=[C:24]([NH2:26])[N:23]=[C:22]2[C:18]=1[NH:19][CH:20]=[N:21]2.C(=O)([O-])[O-].[K+].[K+]. The catalyst is CN(C)C=O. The product is [CH2:6]([O:5][P:4]([CH2:9][O:10][CH2:11]/[CH:12]=[CH:13]\[CH2:14][N:21]1[CH:20]=[N:19][C:18]2[C:22]1=[N:23][C:24]([NH2:26])=[N:25][C:17]=2[Cl:16])([O:3][CH2:1][CH3:2])=[O:8])[CH3:7]. The yield is 0.550. (6) The reactants are [Br:1][C:2]1[CH:3]=[C:4]2[C:9](=[CH:10][CH:11]=1)[N:8]=[CH:7][C:6]([C:12]([CH:14]1[CH2:16][CH2:15]1)=[O:13])=[C:5]2Cl.Cl.[N:19]1([C@H:24]2[CH2:29][CH2:28][C@H:27]([NH2:30])[CH2:26][CH2:25]2)[CH2:23][CH2:22][CH2:21][CH2:20]1. No catalyst specified. The product is [Br:1][C:2]1[CH:3]=[C:4]2[C:9](=[CH:10][CH:11]=1)[N:8]=[CH:7][C:6]([C:12]([CH:14]1[CH2:16][CH2:15]1)=[O:13])=[C:5]2[NH:30][C@H:27]1[CH2:26][CH2:25][C@H:24]([N:19]2[CH2:23][CH2:22][CH2:21][CH2:20]2)[CH2:29][CH2:28]1. The yield is 0.240.